Dataset: Full USPTO retrosynthesis dataset with 1.9M reactions from patents (1976-2016). Task: Predict the reactants needed to synthesize the given product. (1) Given the product [CH2:21]([O:23][C:24]1[CH:29]=[CH:28][CH:27]=[CH:26][C:25]=1[N:30]1[CH2:36][CH2:35][CH2:34][N:33]([CH2:2][CH2:3][CH2:4][CH2:5][O:6][C:7]2[CH:16]=[C:15]3[C:10]([CH:11]=[CH:12][C:13](=[O:17])[NH:14]3)=[CH:9][CH:8]=2)[CH2:32][CH2:31]1)[CH3:22], predict the reactants needed to synthesize it. The reactants are: Br[CH2:2][CH2:3][CH2:4][CH2:5][O:6][C:7]1[CH:16]=[C:15]2[C:10]([CH:11]=[CH:12][C:13](=[O:17])[NH:14]2)=[CH:9][CH:8]=1.[Na+].[I-].Cl.[CH2:21]([O:23][C:24]1[CH:29]=[CH:28][CH:27]=[CH:26][C:25]=1[N:30]1[CH2:36][CH2:35][CH2:34][NH:33][CH2:32][CH2:31]1)[CH3:22].C([O-])([O-])=O.[K+].[K+]. (2) Given the product [F:55][C:35]([F:34])([C:48]1[CH:53]=[CH:52][C:51]([F:54])=[CH:50][CH:49]=1)[CH2:36][CH2:37][S:38][C:39]1[C:40]([C:41]([NH:60][CH2:59][CH2:58][CH:57]([CH3:61])[CH3:56])=[O:43])=[CH:44][CH:45]=[CH:46][N:47]=1, predict the reactants needed to synthesize it. The reactants are: CCN(C(C)C)C(C)C.CN(C(ON1N=NC2C=CC=NC1=2)=[N+](C)C)C.F[P-](F)(F)(F)(F)F.[F:34][C:35]([F:55])([C:48]1[CH:53]=[CH:52][C:51]([F:54])=[CH:50][CH:49]=1)[CH2:36][CH2:37][S:38][C:39]1[N:47]=[CH:46][CH:45]=[CH:44][C:40]=1[C:41]([OH:43])=O.[CH3:56][CH:57]([CH3:61])[CH2:58][CH2:59][NH2:60]. (3) Given the product [OH:44][NH:43][C:19]([CH:18]1[N:14]([S:11]([C:1]2[C:10]3[C:5](=[CH:6][CH:7]=[CH:8][CH:9]=3)[CH:4]=[CH:3][CH:2]=2)(=[O:13])=[O:12])[CH:15]2[CH2:24][CH2:23][CH2:22][CH:16]2[CH2:17]1)=[O:20], predict the reactants needed to synthesize it. The reactants are: [C:1]1([S:11]([N:14]2[CH:18]([C:19](O)=[O:20])[CH2:17][CH:16]3[CH2:22][CH2:23][CH2:24][CH:15]23)(=[O:13])=[O:12])[C:10]2[C:5](=[CH:6][CH:7]=[CH:8][CH:9]=2)[CH:4]=[CH:3][CH:2]=1.ClC(OCC)=O.C(N1CCOCC1)C.C[Si]([NH:43][OH:44])(C)C. (4) Given the product [Br:1][C:2]1[CH:3]=[CH:4][C:5]([F:12])=[C:6]([C:8](=[O:11])[CH2:9][CH3:10])[CH:7]=1, predict the reactants needed to synthesize it. The reactants are: [Br:1][C:2]1[CH:3]=[CH:4][C:5]([F:12])=[C:6]([CH:8]([OH:11])[CH2:9][CH3:10])[CH:7]=1.[Cr](O[Cr]([O-])(=O)=O)([O-])(=O)=O.[NH+]1C=CC=CC=1.[NH+]1C=CC=CC=1. (5) Given the product [Cl:20][C:5]1[C:6]([NH:9][C@@H:10]2[C@@H:15]3[CH2:16][C@@H:12]([CH:13]=[CH:14]3)[C@@H:11]2[C:17]([NH2:19])=[O:18])=[C:7]2[N:8]=[C:34]([C:33]3[CH:36]=[CH:37][C:30]([CH:27]4[CH2:26][CH2:25][N:24]([CH2:23][C@@H:22]([OH:21])[CH2:40][OH:41])[CH2:29][CH2:28]4)=[CH:31][C:32]=3[O:38][CH3:39])[NH:1][C:2]2=[N:3][CH:4]=1, predict the reactants needed to synthesize it. The reactants are: [NH2:1][C:2]1[C:7]([NH2:8])=[C:6]([NH:9][C@@H:10]2[C@@H:15]3[CH2:16][C@@H:12]([CH:13]=[CH:14]3)[C@@H:11]2[C:17]([NH2:19])=[O:18])[C:5]([Cl:20])=[CH:4][N:3]=1.[OH:21][C@@H:22]([CH2:40][OH:41])[CH2:23][N:24]1[CH2:29][CH2:28][CH:27]([C:30]2[CH:37]=[CH:36][C:33]([CH:34]=O)=[C:32]([O:38][CH3:39])[CH:31]=2)[CH2:26][CH2:25]1.